From a dataset of Catalyst prediction with 721,799 reactions and 888 catalyst types from USPTO. Predict which catalyst facilitates the given reaction. (1) Reactant: [CH3:1][NH:2][C@@H:3]1[C:11]2[C:6](=[CH:7][CH:8]=[CH:9][CH:10]=2)[CH2:5][CH2:4]1.C(NS(=O)(=O)[O:33][CH2:34][C@@H:35]1[C@@H:42]2[C@@H:38]([O:39][C:40]([CH3:44])([CH3:43])[O:41]2)[C@H:37]([N:45]2[CH:53]=[N:52][C:51]3[C:46]2=[N:47][CH:48]=[N:49][C:50]=3Cl)[O:36]1)(C1C=CC=CC=1)(C1C=CC=CC=1)C1C=CC=CC=1.CCN(C(C)C)C(C)C. Product: [C@@H:3]1([N:2]([CH3:1])[C:50]2[N:49]=[CH:48][N:47]=[C:46]3[C:51]=2[N:52]=[CH:53][N:45]3[C@H:37]2[C@@H:38]3[O:39][C:40]([CH3:44])([CH3:43])[O:41][C@@H:42]3[C@@H:35]([CH2:34][OH:33])[O:36]2)[C:11]2[C:6](=[CH:7][CH:8]=[CH:9][CH:10]=2)[CH2:5][CH2:4]1. The catalyst class is: 8. (2) Reactant: [CH3:1][O:2][C:3](Cl)=[O:4].[C:6]1(=[O:12])[NH:10][C:9](=[O:11])[CH:8]=[CH:7]1.CN1CCOCC1. Product: [CH3:1][O:2][C:3]([N:10]1[C:6](=[O:12])[CH:7]=[CH:8][C:9]1=[O:11])=[O:4]. The catalyst class is: 25. (3) Reactant: Cl.Cl.[NH:3]1[CH2:8][CH2:7][CH:6]([O:9][C:10]2[CH:25]=[CH:24][C:13]([O:14][CH2:15][CH2:16][CH2:17][N:18]3[CH2:23][CH2:22][CH2:21][CH2:20][CH2:19]3)=[CH:12][CH:11]=2)[CH2:5][CH2:4]1.[Cl:26]CCl.Cl[C:30]([O:32][CH2:33][CH3:34])=[O:31]. Product: [ClH:26].[CH2:33]([O:32][C:30]([N:3]1[CH2:4][CH2:5][CH:6]([O:9][C:10]2[CH:11]=[CH:12][C:13]([O:14][CH2:15][CH2:16][CH2:17][N:18]3[CH2:23][CH2:22][CH2:21][CH2:20][CH2:19]3)=[CH:24][CH:25]=2)[CH2:7][CH2:8]1)=[O:31])[CH3:34]. The catalyst class is: 66. (4) Reactant: [Na].C(=O)([O-])[O-].[ClH:6].[N:7]12[CH2:14][CH2:13][CH:10]([CH2:11][CH2:12]1)[C@@H:9]([NH:15][C:16]([C:18]1[S:19][C:20]3[C:26](Br)=[CH:25][CH:24]=[CH:23][C:21]=3[CH:22]=1)=[O:17])[CH2:8]2.[CH3:28][O:29][C:30]1[CH:35]=[CH:34][CH:33]=[CH:32][C:31]=1B(O)O. Product: [ClH:6].[N:7]12[CH2:14][CH2:13][CH:10]([CH2:11][CH2:12]1)[C@@H:9]([NH:15][C:16]([C:18]1[S:19][C:20]3[C:26]([C:31]4[CH:32]=[CH:33][CH:34]=[CH:35][C:30]=4[O:29][CH3:28])=[CH:25][CH:24]=[CH:23][C:21]=3[CH:22]=1)=[O:17])[CH2:8]2. The catalyst class is: 151. (5) Reactant: [Cl:1][C:2]1[C:7]([CH2:8][NH:9][C:10](=[O:15])[C:11]([CH3:14])([CH3:13])[CH3:12])=[CH:6][CH:5]=[C:4]([Cl:16])[C:3]=1[NH:17][C:18]1[N:22]([CH3:23])[C:21]2[CH:24]=[C:25]([N:31]3[CH2:35][CH2:34][C:33]([F:37])([F:36])[CH2:32]3)[C:26]([C:28]([OH:30])=O)=[CH:27][C:20]=2[N:19]=1.ClC(N(C)C)=C(C)C.[F:46][C:47]([F:57])([F:56])[O:48][C:49]1[CH:55]=[CH:54][C:52]([NH2:53])=[CH:51][CH:50]=1.N1C=CC=CC=1. Product: [F:46][C:47]([F:56])([F:57])[O:48][C:49]1[CH:50]=[CH:51][C:52]([NH:53][C:28]([C:26]2[C:25]([N:31]3[CH2:35][CH2:34][C:33]([F:36])([F:37])[CH2:32]3)=[CH:24][C:21]3[N:22]([CH3:23])[C:18]([NH:17][C:3]4[C:4]([Cl:16])=[CH:5][CH:6]=[C:7]([CH2:8][NH:9][C:10](=[O:15])[C:11]([CH3:14])([CH3:12])[CH3:13])[C:2]=4[Cl:1])=[N:19][C:20]=3[CH:27]=2)=[O:30])=[CH:54][CH:55]=1. The catalyst class is: 496. (6) Reactant: [OH:1][C@@H:2]([CH2:15][CH:16]([CH3:18])[CH3:17])[C:3]([NH:5][C@H:6]([C:11]([O:13]C)=[O:12])[CH2:7][CH:8]([CH3:10])[CH3:9])=[O:4].[Li+].[OH-]. Product: [OH:1][C@@H:2]([CH2:15][CH:16]([CH3:18])[CH3:17])[C:3]([NH:5][C@H:6]([C:11]([OH:13])=[O:12])[CH2:7][CH:8]([CH3:10])[CH3:9])=[O:4]. The catalyst class is: 295. (7) Reactant: Cl[C:2]1[N:3]=[C:4]([NH:27][CH3:28])[C:5]2[C:10]([C:11]3[CH:12]=[N:13][CH:14]=[CH:15][CH:16]=3)=[CH:9][N:8](S(C3C=CC(C)=CC=3)(=O)=O)[C:6]=2[N:7]=1.[NH2:29][C:30]1[CH:38]=[C:37]2[C:33]([CH:34]=[N:35][NH:36]2)=[CH:32][CH:31]=1.C[Si](Cl)(C)C. Product: [NH:36]1[C:37]2[C:33](=[CH:32][CH:31]=[C:30]([NH:29][C:2]3[N:3]=[C:4]([NH:27][CH3:28])[C:5]4[C:10]([C:11]5[CH:12]=[N:13][CH:14]=[CH:15][CH:16]=5)=[CH:9][NH:8][C:6]=4[N:7]=3)[CH:38]=2)[CH:34]=[N:35]1. The catalyst class is: 51.